Dataset: Forward reaction prediction with 1.9M reactions from USPTO patents (1976-2016). Task: Predict the product of the given reaction. (1) Given the reactants [S:1]1[C:5]2[CH:6]=[CH:7][CH:8]=[CH:9][C:4]=2[N:3]=[C:2]1[NH:10][C:11]([N:13]1[C:21]2[C:16](=[CH:17][CH:18]=[C:19]([C:22]3[S:23][CH:24]=[C:25]([C:27]([O:29]CC)=[O:28])[N:26]=3)[CH:20]=2)[CH2:15][CH2:14]1)=[O:12].[Li+].[OH-].O.Cl, predict the reaction product. The product is: [S:1]1[C:5]2[CH:6]=[CH:7][CH:8]=[CH:9][C:4]=2[N:3]=[C:2]1[NH:10][C:11]([N:13]1[C:21]2[C:16](=[CH:17][CH:18]=[C:19]([C:22]3[S:23][CH:24]=[C:25]([C:27]([OH:29])=[O:28])[N:26]=3)[CH:20]=2)[CH2:15][CH2:14]1)=[O:12]. (2) Given the reactants [CH3:1][CH:2]([C:6]1[CH:11]=[C:10]([C:12]([F:15])([F:14])[F:13])[CH:9]=[C:8]([C:16]([F:19])([F:18])[F:17])[CH:7]=1)[C:3](O)=[O:4].Cl.[F:21][C:22]1[CH:23]=[C:24]([C:28]2([NH2:35])[CH2:33][CH2:32][C:31](=[O:34])[CH2:30][CH2:29]2)[CH:25]=[CH:26][CH:27]=1, predict the reaction product. The product is: [CH3:1][CH:2]([C:6]1[CH:11]=[C:10]([C:12]([F:13])([F:15])[F:14])[CH:9]=[C:8]([C:16]([F:17])([F:18])[F:19])[CH:7]=1)[C:3]([NH:35][C:28]1([C:24]2[CH:25]=[CH:26][CH:27]=[C:22]([F:21])[CH:23]=2)[CH2:29][CH2:30][C:31](=[O:34])[CH2:32][CH2:33]1)=[O:4].